Dataset: Reaction yield outcomes from USPTO patents with 853,638 reactions. Task: Predict the reaction yield, written as a fraction of the theoretical maximum amount of product (1.0 means a 100% yield; for example, 0.34 means a 34% yield). (1) The reactants are [NH2:1][C:2]1[CH:3]=[C:4]2[C:8](=[CH:9][C:10]=1[N+:11]([O-:13])=[O:12])[C:7](=[O:14])[NH:6][C:5]2=[O:15].N[CH:17]1[CH2:22][CH2:21][N:20]([C:23]([O:25][C:26]([CH3:29])([CH3:28])[CH3:27])=[O:24])[CH2:19][CH2:18]1.N1C=CN=C1. The catalyst is O1CCOCC1. The product is [C:26]([O:25][C:23]([N:20]1[CH2:21][CH2:22][CH:17]([N:6]2[C:5](=[O:15])[C:4]3[C:8](=[CH:9][C:10]([N+:11]([O-:13])=[O:12])=[C:2]([NH2:1])[CH:3]=3)[C:7]2=[O:14])[CH2:18][CH2:19]1)=[O:24])([CH3:29])([CH3:27])[CH3:28]. The yield is 0.540. (2) The reactants are [CH2:1]([O:4][C:5]1[CH:6]=[C:7]([OH:12])[CH:8]=[CH:9][C:10]=1[Br:11])[CH:2]=[CH2:3].[C:13]([O-:16])([O-])=O.[K+].[K+]. The catalyst is CN(C=O)C.C(OCC)C. The product is [CH2:1]([O:4][C:5]1[CH:6]=[C:7]([CH:8]=[CH:9][C:10]=1[Br:11])[O:12][C:5]1[CH:6]=[CH:7][C:8]([CH:13]=[O:16])=[CH:9][CH:10]=1)[CH:2]=[CH2:3]. The yield is 0.830. (3) The reactants are [Br:1][C:2]1[CH:3]=[C:4]2[C:9](=[CH:10][CH:11]=1)[NH:8][C:7](=[O:12])[CH:6]=[CH:5]2.[CH3:13][O:14][C:15]1[CH:22]=[CH:21][C:18]([CH2:19]Cl)=[CH:17][CH:16]=1.[OH-].[K+].O. The catalyst is [Br-].C([N+](CCCC)(CCCC)CCCC)CCC.C1(C)C=CC=CC=1. The product is [CH3:13][O:14][C:15]1[CH:22]=[CH:21][C:18]([CH2:19][N:8]2[C:9]3[C:4](=[CH:3][C:2]([Br:1])=[CH:11][CH:10]=3)[CH:5]=[CH:6][C:7]2=[O:12])=[CH:17][CH:16]=1. The yield is 0.870. (4) The reactants are [Br:1][C:2]1[CH:3]=[C:4]2[C:11]3([C:15](=[O:16])[NH:14][C:13](=O)[NH:12]3)[CH2:10][CH:9]([C:18]3[CH:23]=[CH:22][CH:21]=[CH:20][CH:19]=3)[O:8][C:5]2=[CH:6][CH:7]=1.COC1C=CC(P2(SP(C3C=CC(OC)=CC=3)(=S)S2)=[S:33])=CC=1. The catalyst is O1CCOCC1. The product is [Br:1][C:2]1[CH:3]=[C:4]2[C:11]3([C:15](=[O:16])[NH:14][C:13](=[S:33])[NH:12]3)[CH2:10][CH:9]([C:18]3[CH:23]=[CH:22][CH:21]=[CH:20][CH:19]=3)[O:8][C:5]2=[CH:6][CH:7]=1. The yield is 0.520. (5) The reactants are [CH3:1][C@:2]([NH:27]C(=O)OC(C)(C)C)([C:5]([NH:7][C:8]1[CH:9]=[N:10][C:11]([O:14][C:15]2[C:20]3[C:21]4([CH2:24][O:25][CH2:26][C:19]=3[CH:18]=[CH:17][CH:16]=2)[CH2:23][CH2:22]4)=[CH:12][CH:13]=1)=[O:6])[CH2:3][CH3:4].C(O)(C(F)(F)F)=O.C([O-])(O)=O.[Na+]. The catalyst is ClCCl. The product is [C:21]12([C:20]3[C:15]([O:14][C:11]4[N:10]=[CH:9][C:8]([NH:7][C:5](=[O:6])[C@:2]([CH3:1])([CH2:3][CH3:4])[NH2:27])=[CH:13][CH:12]=4)=[CH:16][CH:17]=[CH:18][C:19]=3[CH2:26][O:25][CH2:24]1)[CH2:22][CH2:23]2. The yield is 0.860. (6) The reactants are [Br:1][C:2]1[CH:7]=[CH:6][C:5]([CH2:8][OH:9])=[C:4]([F:10])[CH:3]=1.[H-].[Na+].Br[CH2:14][CH2:15][O:16][CH2:17][C:18]1[CH:23]=[CH:22][CH:21]=[CH:20][CH:19]=1. The catalyst is CN(C=O)C. The product is [CH2:17]([O:16][CH2:15][CH2:14][O:9][CH2:8][C:5]1[CH:6]=[CH:7][C:2]([Br:1])=[CH:3][C:4]=1[F:10])[C:18]1[CH:23]=[CH:22][CH:21]=[CH:20][CH:19]=1. The yield is 0.510. (7) The reactants are [Br:1][C:2]1[CH:7]=[CH:6][C:5]([S:8]([NH:11][CH2:12][CH:13]([CH3:15])[CH3:14])(=[O:10])=[O:9])=[CH:4][CH:3]=1.[H-].[Na+].[F:18][C:19]1[CH:26]=[CH:25][C:22]([CH2:23]Br)=[CH:21][CH:20]=1.O. The catalyst is CC(N(C)C)=O. The product is [Br:1][C:2]1[CH:3]=[CH:4][C:5]([S:8]([N:11]([CH2:23][C:22]2[CH:25]=[CH:26][C:19]([F:18])=[CH:20][CH:21]=2)[CH2:12][CH:13]([CH3:15])[CH3:14])(=[O:10])=[O:9])=[CH:6][CH:7]=1. The yield is 0.780. (8) The reactants are [C:1]([O:5][CH:6]([C:10]1[C:11]([CH:29]([CH3:31])[CH3:30])=[N:12][C:13]2[C:14]([CH3:28])([CH3:27])[CH2:15][NH:16][CH2:17][C:18]=2[C:19]=1[C:20]1[CH:25]=[CH:24][C:23]([F:26])=[CH:22][CH:21]=1)[C:7]([OH:9])=[O:8])([CH3:4])([CH3:3])[CH3:2].CCN(CC)CC.[F:39][C:40]1[CH:48]=[CH:47][C:43]([C:44](Cl)=[O:45])=[CH:42][CH:41]=1. The catalyst is C(Cl)Cl. The product is [C:1]([O:5][CH:6]([C:10]1[C:11]([CH:29]([CH3:31])[CH3:30])=[N:12][C:13]2[C:14]([CH3:28])([CH3:27])[CH2:15][N:16]([C:44](=[O:45])[C:43]3[CH:47]=[CH:48][C:40]([F:39])=[CH:41][CH:42]=3)[CH2:17][C:18]=2[C:19]=1[C:20]1[CH:21]=[CH:22][C:23]([F:26])=[CH:24][CH:25]=1)[C:7]([OH:9])=[O:8])([CH3:4])([CH3:3])[CH3:2]. The yield is 0.770. (9) The product is [CH:2]1([C:7]([O:9][CH2:22][C:23]2[CH:28]=[CH:27][CH:26]=[CH:25][CH:24]=2)=[O:8])[CH2:3][CH2:4][CH2:5][CH2:6][CH:1]1[C:10]([O:21][CH2:12][CH2:13][CH2:14][CH2:15][CH2:16][CH2:17][CH:18]([CH3:20])[CH3:19])=[O:11]. No catalyst specified. The reactants are [CH:1]12[C:10](=[O:11])[O:9][C:7](=[O:8])[CH:2]1[CH2:3][CH2:4][CH2:5][CH2:6]2.[CH2:12]([OH:21])[CH2:13][CH2:14][CH2:15][CH2:16][CH2:17][CH:18]([CH3:20])[CH3:19].[CH2:22](Cl)[C:23]1[CH:28]=[CH:27][CH:26]=[CH:25][CH:24]=1. The yield is 0.965.